From a dataset of Reaction yield outcomes from USPTO patents with 853,638 reactions. Predict the reaction yield, written as a fraction of the theoretical maximum amount of product (1.0 means a 100% yield; for example, 0.34 means a 34% yield). (1) The reactants are [CH3:1][CH2:2][C:3]1[C:21]2=[N:22][C:5](=[CH:6][C:7]3[NH:11][C:10]([CH:12]=[C:13]4[CH:34]([CH3:35])[CH:33]([CH2:36][CH2:37][C:38]([O:40][CH3:41])=[O:39])[C:15]([C:16]5[CH:27](C(OC)=O)[C:25](=[O:26])[C:24]6[C:17]=5[NH:18][C:19]([C:23]=6[CH3:32])=[CH:20]2)=[N:14]4)=[C:9]([CH3:42])[C:8]=3[CH:43]=[CH2:44])[C:4]=1[CH3:45]. The catalyst is N1C=CC=CC=1. The product is [CH3:1][CH2:2][C:3]1[C:21]2=[N:22][C:5](=[CH:6][C:7]3[NH:11][C:10]([CH:12]=[C:13]4[C@@H:34]([CH3:35])[C@H:33]([CH2:36][CH2:37][C:38]([O:40][CH3:41])=[O:39])[C:15]([C:16]5[CH2:27][C:25](=[O:26])[C:24]6[C:17]=5[NH:18][C:19]([C:23]=6[CH3:32])=[CH:20]2)=[N:14]4)=[C:9]([CH3:42])[C:8]=3[CH:43]=[CH2:44])[C:4]=1[CH3:45]. The yield is 0.920. (2) The reactants are CS(O)(=O)=O.O=P12OP3(OP(OP(O3)(O1)=O)(=O)O2)=O.[CH3:20][N:21]([CH:34]=[C:35]([C:41]([O:43][CH2:44][CH3:45])=[O:42])[C:36](OCC)=[O:37])[C:22]1[S:26][C:25]([CH2:27][N:28]2[CH2:33][CH2:32][O:31][CH2:30][CH2:29]2)=[N:24][CH:23]=1.C([O-])([O-])=O.[Na+].[Na+]. No catalyst specified. The product is [CH3:20][N:21]1[CH:34]=[C:35]([C:41]([O:43][CH2:44][CH3:45])=[O:42])[C:36](=[O:37])[C:23]2[N:24]=[C:25]([CH2:27][N:28]3[CH2:33][CH2:32][O:31][CH2:30][CH2:29]3)[S:26][C:22]1=2. The yield is 0.280. (3) The reactants are [N:1]1[C:5]2[CH:6]=[CH:7][CH:8]=[CH:9][C:4]=2[NH:3][C:2]=1[C:10]1[CH:19]=[CH:18][C:13]([C:14](OC)=[O:15])=[CH:12][CH:11]=1.CC(C[AlH]CC(C)C)C. The product is [N:1]1[C:5]2[CH:6]=[CH:7][CH:8]=[CH:9][C:4]=2[NH:3][C:2]=1[C:10]1[CH:19]=[CH:18][C:13]([CH2:14][OH:15])=[CH:12][CH:11]=1. The yield is 0.870. The catalyst is C1COCC1. (4) The reactants are [CH3:1][C:2]1[C:3]([NH2:9])=[N:4][C:5]([CH3:8])=[CH:6][N:7]=1.[Cl:10][CH2:11][C:12](=O)[CH2:13]Cl. The catalyst is CCO. The product is [Cl:10][CH2:11][C:12]1[N:9]=[C:3]2[C:2]([CH3:1])=[N:7][CH:6]=[C:5]([CH3:8])[N:4]2[CH:13]=1. The yield is 0.850. (5) No catalyst specified. The product is [O:6]=[C:5]1[NH:1][C@H:2]([C:7]([O:9][C:24]([CH3:27])([CH3:26])[CH3:25])=[O:8])[CH2:3][CH2:4]1. The yield is 0.720. The reactants are [NH:1]1[C:5](=[O:6])[CH2:4][CH2:3][C@H:2]1[C:7]([OH:9])=[O:8].Cl(O)(=O)(=O)=O.C([O-])(O)=O.[Na+].C(O[C:24]([CH3:27])([CH3:26])[CH3:25])(=O)C. (6) The reactants are [CH3:1][O:2][C:3]([C:5]1[C:10]([CH:11]=C)=[C:9]([NH2:13])[N:8]=[C:7]([C:14]2[CH:19]=[CH:18][C:17]([Cl:20])=[C:16]([O:21][CH3:22])[C:15]=2[F:23])[N:6]=1)=[O:4].I([O-])(=O)(=O)=[O:25].[Na+]. The catalyst is C1COCC1.O.[Os](=O)(=O)(=O)=O. The product is [CH3:1][O:2][C:3]([C:5]1[C:10]([CH:11]=[O:25])=[C:9]([NH2:13])[N:8]=[C:7]([C:14]2[CH:19]=[CH:18][C:17]([Cl:20])=[C:16]([O:21][CH3:22])[C:15]=2[F:23])[N:6]=1)=[O:4]. The yield is 0.980. (7) The reactants are [OH-].[Na+].[Cl:3][C:4]1[N:9]=[C:8]([N:10]2[CH2:15][CH2:14][O:13][CH2:12][CH2:11]2)[CH:7]=[C:6]([CH2:16][S:17]([CH:20]2[CH2:22][CH2:21]2)(=[O:19])=[O:18])[N:5]=1.Br[CH2:24][CH2:25][O:26][CH2:27][CH2:28]Br. The catalyst is [Br-].C([N+](CCCC)(CCCC)CCCC)CCC.C(Cl)Cl.O. The product is [Cl:3][C:4]1[N:9]=[C:8]([N:10]2[CH2:11][CH2:12][O:13][CH2:14][CH2:15]2)[CH:7]=[C:6]([C:16]2([S:17]([CH:20]3[CH2:21][CH2:22]3)(=[O:19])=[O:18])[CH2:28][CH2:27][O:26][CH2:25][CH2:24]2)[N:5]=1. The yield is 0.650. (8) The reactants are [CH3:1][C:2]1[CH:9]=[CH:8][CH:7]=[CH:6][C:3]=1[CH:4]=O.[NH2:10][C:11]1[CH:12]=[C:13]([CH:26]=[C:27]([O:29][CH2:30][CH2:31][C:32]2[S:36][CH:35]=[N:34][C:33]=2[CH3:37])[CH:28]=1)[C:14]([NH:16][C:17]1[CH:22]=[CH:21][C:20]([C:23]([OH:25])=[O:24])=[CH:19][N:18]=1)=[O:15].C([BH3-])#N.[Na+]. The catalyst is CO. The product is [CH3:1][C:2]1[CH:9]=[CH:8][CH:7]=[CH:6][C:3]=1[CH2:4][NH:10][C:11]1[CH:12]=[C:13]([CH:26]=[C:27]([O:29][CH2:30][CH2:31][C:32]2[S:36][CH:35]=[N:34][C:33]=2[CH3:37])[CH:28]=1)[C:14]([NH:16][C:17]1[CH:22]=[CH:21][C:20]([C:23]([OH:25])=[O:24])=[CH:19][N:18]=1)=[O:15]. The yield is 0.960. (9) The reactants are [Cl:1][C:2]1[C:3]2[NH:10][C:9]([C:11]3[O:12][CH:13]=[CH:14][CH:15]=3)=[CH:8][C:4]=2[N:5]=[CH:6][N:7]=1.[H-].[Na+].[CH3:18]I.[Cl-].[NH4+]. The catalyst is CN(C)C=O. The product is [Cl:1][C:2]1[C:3]2[N:10]([CH3:18])[C:9]([C:11]3[O:12][CH:13]=[CH:14][CH:15]=3)=[CH:8][C:4]=2[N:5]=[CH:6][N:7]=1. The yield is 0.680. (10) The catalyst is C(O)(=O)C. The reactants are [C:1]1([N:7]2[C:19]3[CH:18]=[CH:17][CH:16]=[CH:15][C:14]=3[C:13]3[C:8]2=[CH:9][CH:10]=[CH:11][CH:12]=3)[CH:6]=[CH:5][CH:4]=[CH:3][CH:2]=1.[Br:20]N1C(=O)CCC1=O. The product is [Br:20][C:16]1[CH:17]=[CH:18][C:19]2[N:7]([C:1]3[CH:2]=[CH:3][CH:4]=[CH:5][CH:6]=3)[C:8]3[C:13]([C:14]=2[CH:15]=1)=[CH:12][CH:11]=[CH:10][CH:9]=3. The yield is 0.880.